From a dataset of Peptide-MHC class II binding affinity with 134,281 pairs from IEDB. Regression. Given a peptide amino acid sequence and an MHC pseudo amino acid sequence, predict their binding affinity value. This is MHC class II binding data. (1) The peptide sequence is VVLGLATSPTAEGGK. The MHC is DRB1_0701 with pseudo-sequence DRB1_0701. The binding affinity (normalized) is 0.186. (2) The peptide sequence is VRFQEAANKQKQELD. The MHC is HLA-DPA10103-DPB10401 with pseudo-sequence HLA-DPA10103-DPB10401. The binding affinity (normalized) is 0. (3) The peptide sequence is DKKYFAATQFEPLAA. The MHC is HLA-DQA10501-DQB10301 with pseudo-sequence HLA-DQA10501-DQB10301. The binding affinity (normalized) is 0.233. (4) The peptide sequence is RYANPIAFFRKEPLK. The MHC is DRB1_0101 with pseudo-sequence DRB1_0101. The binding affinity (normalized) is 0.640. (5) The peptide sequence is GELQIADKIDAAFKI. The MHC is DRB1_0802 with pseudo-sequence DRB1_0802. The binding affinity (normalized) is 0.520. (6) The peptide sequence is QQIKFAALSARAVAL. The MHC is DRB1_1201 with pseudo-sequence DRB1_1201. The binding affinity (normalized) is 0.676. (7) The peptide sequence is RIFGRRSIPVNEALA. The MHC is DRB5_0101 with pseudo-sequence DRB5_0101. The binding affinity (normalized) is 0.541.